This data is from Full USPTO retrosynthesis dataset with 1.9M reactions from patents (1976-2016). The task is: Predict the reactants needed to synthesize the given product. (1) Given the product [CH2:15]([N:22]([CH3:39])[CH2:23][CH2:24][C:25]1[CH:26]=[CH:27][C:28]([O:29][C:30]2[CH:31]=[CH:32][C:33]([OH:36])=[CH:34][CH:35]=2)=[CH:37][CH:38]=1)[C:16]1[CH:17]=[CH:18][CH:19]=[CH:20][CH:21]=1, predict the reactants needed to synthesize it. The reactants are: C(O[BH-](OC(=O)C)OC(=O)C)(=O)C.[Na+].[CH2:15]([N:22]([CH3:39])[CH2:23][CH2:24][C:25]1[CH:38]=[CH:37][C:28]([O:29][C:30]2[CH:35]=[CH:34][C:33]([OH:36])=[CH:32][CH:31]=2)=[CH:27][CH:26]=1)[C:16]1[CH:21]=[CH:20][CH:19]=[CH:18][CH:17]=1.CNCCC1C=CC(OC2C=CC(O)=CC=2)=CC=1.C(=O)C1C=CC=CC=1.C(O)(=O)C. (2) Given the product [Cl:1][C:2]1[N:3]=[C:4]([N:20]([CH3:21])[CH3:19])[C:5]2[CH2:10][CH2:9][CH:8]([C:11]3[CH:16]=[CH:15][C:14]([F:17])=[CH:13][CH:12]=3)[C:6]=2[N:7]=1, predict the reactants needed to synthesize it. The reactants are: [Cl:1][C:2]1[N:3]=[C:4](Cl)[C:5]2[CH2:10][CH2:9][CH:8]([C:11]3[CH:16]=[CH:15][C:14]([F:17])=[CH:13][CH:12]=3)[C:6]=2[N:7]=1.[CH3:19][NH:20][CH3:21]. (3) Given the product [Cl:1][C:2]1[CH:3]=[C:4]([N:9]2[CH2:14][CH2:13][O:12][CH2:11][CH2:10]2)[N:5]=[C:6]([NH:27][C:23]2[CH:24]=[CH:25][CH:26]=[C:21]([C:17]3[CH:16]=[N:15][CH:20]=[CH:19][CH:18]=3)[CH:22]=2)[N:7]=1, predict the reactants needed to synthesize it. The reactants are: [Cl:1][C:2]1[N:7]=[C:6](I)[N:5]=[C:4]([N:9]2[CH2:14][CH2:13][O:12][CH2:11][CH2:10]2)[CH:3]=1.[N:15]1[CH:20]=[CH:19][CH:18]=[C:17]([C:21]2[CH:22]=[C:23]([NH2:27])[CH:24]=[CH:25][CH:26]=2)[CH:16]=1.C(OC(N1CCC2C(=CC=C(NC3N=C(Cl)C=C(N4CCOCC4)N=3)C=2)C1)=O)(C)(C)C. (4) Given the product [CH3:17][C@H:16]1[C:9]2[C:8]([C:25]3[CH:26]=[CH:27][C:22]([C:20]([O:19][CH3:18])=[O:21])=[CH:23][CH:24]=3)=[N:13][CH:12]=[N:11][C:10]=2[CH2:14][CH2:15]1, predict the reactants needed to synthesize it. The reactants are: C([O-])([O-])=O.[Na+].[Na+].Cl[C:8]1[C:9]2[C@H:16]([CH3:17])[CH2:15][CH2:14][C:10]=2[N:11]=[CH:12][N:13]=1.[CH3:18][O:19][C:20]([C:22]1[CH:27]=[CH:26][C:25](B(O)O)=[CH:24][CH:23]=1)=[O:21].O. (5) The reactants are: [CH2:1]1[CH2:11][C:9](=[O:10])[C:8]2[C:3](=[CH:4][CH:5]=[CH:6][CH:7]=2)[CH2:2]1.Br[C:13]1[CH:14]=[C:15](C=[CH:19][CH:20]=1)C=O.[OH-].[Na+]. Given the product [C:2]1([CH:1]=[CH:11][C:9]([C:8]2[CH:7]=[CH:6][CH:5]=[CH:4][CH:3]=2)=[O:10])[CH:15]=[CH:14][CH:13]=[CH:20][CH:19]=1, predict the reactants needed to synthesize it. (6) Given the product [OH:12][C:13]1[CH:22]=[C:21]2[C:16]([C:17]([O:23][C:24]3[CH:25]=[C:26]4[C:30](=[CH:31][CH:32]=3)[NH:29][C:28]([CH3:33])=[CH:27]4)=[N:18][CH:19]=[N:20]2)=[CH:15][CH:14]=1, predict the reactants needed to synthesize it. The reactants are: C([O-])=O.[NH4+].C([O:12][C:13]1[CH:22]=[C:21]2[C:16]([C:17]([O:23][C:24]3[CH:25]=[C:26]4[C:30](=[CH:31][CH:32]=3)[NH:29][C:28]([CH3:33])=[CH:27]4)=[N:18][CH:19]=[N:20]2)=[CH:15][CH:14]=1)C1C=CC=CC=1.